From a dataset of Full USPTO retrosynthesis dataset with 1.9M reactions from patents (1976-2016). Predict the reactants needed to synthesize the given product. (1) Given the product [CH:24]1([CH2:23][N:4]2[C:5]3[C:10]([O:11][CH3:12])=[N:9][C:8]([N:13]4[CH:17]=[C:16]([C:18]([O:20][CH2:21][CH3:22])=[O:19])[CH:15]=[N:14]4)=[N:7][C:6]=3[C:2]([CH3:30])=[N:3]2)[CH2:29][CH2:28][CH2:27][CH2:26][CH2:25]1, predict the reactants needed to synthesize it. The reactants are: Br[C:2]1[C:6]2[N:7]=[C:8]([N:13]3[CH:17]=[C:16]([C:18]([O:20][CH2:21][CH3:22])=[O:19])[CH:15]=[N:14]3)[N:9]=[C:10]([O:11][CH3:12])[C:5]=2[N:4]([CH2:23][CH:24]2[CH2:29][CH2:28][CH2:27][CH2:26][CH2:25]2)[N:3]=1.[CH3:30]B1OB(C)OB(C)O1.P([O-])([O-])([O-])=O.[K+].[K+].[K+].S([O-])([O-])(=O)=O.[Na+].[Na+]. (2) The reactants are: Cl[C:2]1[N:7]=[CH:6][C:5]([C:8]([N:10](C)[C:11]2[CH:12]=[N:13][CH:14]=[CH:15][CH:16]=2)=[O:9])=[CH:4][CH:3]=1.[Cl:18][C:19]1[CH:20]=[C:21]([OH:25])[CH:22]=[CH:23][CH:24]=1.C(=O)([O-])[O-].[K+].[K+].O. Given the product [Cl:18][C:19]1[CH:20]=[C:21]([CH:22]=[CH:23][CH:24]=1)[O:25][C:2]1[CH:3]=[CH:4][C:5]([C:8]([NH:10][C:11]2[CH:12]=[N:13][CH:14]=[CH:15][CH:16]=2)=[O:9])=[CH:6][N:7]=1, predict the reactants needed to synthesize it. (3) Given the product [Br:29][C:30]1[CH:35]=[CH:34][C:33]([C:36]2[CH:37]=[N:38][C:39]3[N:40]([C:8]([O:7][C:6]4[CH:5]=[CH:4][C:3]([O:2][CH3:1])=[CH:12][CH:11]=4)=[CH:9][N:42]=3)[N:41]=2)=[CH:32][C:31]=1[F:43], predict the reactants needed to synthesize it. The reactants are: [CH3:1][O:2][C:3]1[CH:12]=[CH:11][C:6]([O:7][CH2:8][CH:9]=O)=[CH:5][CH:4]=1.N1CCC[C@@H]1C(O)=O.ClN1C(=O)CCC1=O.[Br:29][C:30]1[CH:35]=[CH:34][C:33]([C:36]2[N:41]=[N:40][C:39]([NH2:42])=[N:38][CH:37]=2)=[CH:32][C:31]=1[F:43]. (4) Given the product [NH:29]([C:47]([O:49][CH2:50][C:51]1[CH:52]=[CH:53][CH:54]=[CH:55][CH:56]=1)=[O:48])[C@H:30]([C:32]([NH:34][C@H:35]([C:37]([NH:1][C@H:2]([C:26]([OH:28])=[O:27])[CH2:3][C:4](=[O:25])[NH:5][C:6]([C:13]1[CH:14]=[CH:15][CH:16]=[CH:17][CH:18]=1)([C:7]1[CH:8]=[CH:9][CH:10]=[CH:11][CH:12]=1)[C:19]1[CH:24]=[CH:23][CH:22]=[CH:21][CH:20]=1)=[O:38])[CH3:36])=[O:33])[CH3:31], predict the reactants needed to synthesize it. The reactants are: [NH2:1][C@H:2]([C:26]([OH:28])=[O:27])[CH2:3][C:4](=[O:25])[NH:5][C:6]([C:19]1[CH:24]=[CH:23][CH:22]=[CH:21][CH:20]=1)([C:13]1[CH:18]=[CH:17][CH:16]=[CH:15][CH:14]=1)[C:7]1[CH:12]=[CH:11][CH:10]=[CH:9][CH:8]=1.[NH:29]([C:47]([O:49][CH2:50][C:51]1[CH:56]=[CH:55][CH:54]=[CH:53][CH:52]=1)=[O:48])[C@H:30]([C:32]([NH:34][C@H:35]([C:37](ON1C(=O)CCC1=O)=[O:38])[CH3:36])=[O:33])[CH3:31]. (5) Given the product [OH:26][CH2:27][CH:28]([CH2:2][OH:1])[O:29][CH2:30][N:31]1[CH:38]=[C:37]([CH:39]([N:42]=[N+:43]=[N-:44])[CH2:40][Br:41])[C:35](=[O:36])[NH:34][C:32]1=[O:33], predict the reactants needed to synthesize it. The reactants are: [OH:1][CH2:2]C(CO)OCN1C=C(C=C)C(=O)NC1=O.BrN1C(=O)CCC1=O.[OH:26][CH2:27][CH2:28][O:29][CH2:30][N:31]1[CH:38]=[C:37]([CH:39]([N:42]=[N+:43]=[N-:44])[CH2:40][Br:41])[C:35](=[O:36])[NH:34][C:32]1=[O:33]. (6) Given the product [CH3:19][O:20][C:21]1[CH:26]=[CH:25][CH:24]=[CH:23][C:22]=1[N:27]1[CH2:32][CH2:31][N:30]([CH2:11][CH2:10][CH:9]([C:7]([CH:1]2[CH2:6][CH2:5][CH2:4][CH2:3][CH2:2]2)=[O:8])[C:13]2[CH:18]=[CH:17][CH:16]=[CH:15][CH:14]=2)[CH2:29][CH2:28]1, predict the reactants needed to synthesize it. The reactants are: [CH:1]1([C:7]([CH:9]([C:13]2[CH:18]=[CH:17][CH:16]=[CH:15][CH:14]=2)[CH2:10][CH:11]=O)=[O:8])[CH2:6][CH2:5][CH2:4][CH2:3][CH2:2]1.[CH3:19][O:20][C:21]1[CH:26]=[CH:25][CH:24]=[CH:23][C:22]=1[N:27]1[CH2:32][CH2:31][NH:30][CH2:29][CH2:28]1.[Na]. (7) Given the product [CH:12]1([CH2:11][CH:9]2[CH2:8][NH:7][CH2:6][CH:5]([C:4]([O:3][CH2:1][CH3:2])=[O:18])[CH2:10]2)[CH2:13][CH2:14][CH2:15][CH2:16][CH2:17]1, predict the reactants needed to synthesize it. The reactants are: [CH2:1]([O:3][C:4](=[O:18])[C:5]1[CH:10]=[C:9]([CH2:11][C:12]2[CH:17]=[CH:16][CH:15]=[CH:14][CH:13]=2)[CH:8]=[N:7][CH:6]=1)[CH3:2]. (8) Given the product [Si:1]([O:8][C@H:9]1[C@H:22](/[CH:23]=[CH:24]/[C@@H:25]([OH:31])[CH2:26][CH2:27][CH2:28][CH2:29][CH3:30])[C@H:12]2[CH2:13][C:14]3[C:19]([CH2:20][C@H:11]2[CH2:10]1)=[C:18]([O:21][CH2:43][C:42]([O:45][CH3:46])=[O:44])[CH:17]=[CH:16][CH:15]=3)([C:4]([CH3:7])([CH3:6])[CH3:5])([CH3:3])[CH3:2], predict the reactants needed to synthesize it. The reactants are: [Si:1]([O:8][C@H:9]1[C@H:22](/[CH:23]=[CH:24]/[C@@H:25]([O:31][Si](C(C)(C)C)(C)C)[CH2:26][CH2:27][CH2:28][CH2:29][CH3:30])[C@H:12]2[CH2:13][C:14]3[CH:15]=[CH:16][CH:17]=[C:18]([OH:21])[C:19]=3[CH2:20][C@H:11]2[CH2:10]1)([C:4]([CH3:7])([CH3:6])[CH3:5])([CH3:3])[CH3:2].[OH-].[Na+].Cl.[C:42]([O:45][CH2:46]C)(=[O:44])[CH3:43]. (9) Given the product [CH2:1]([C:3]1[CH:8]=[CH:7][CH:6]=[C:5]([CH2:9][CH3:10])[C:4]=1[NH:11][C:12]([C:14]1[C:18]2[CH2:19][CH2:20][CH2:21][C:22]3[C:23](=[N:24][C:25]([NH:28][C:29]4[CH:34]=[CH:33][C:32]([N:35]5[CH2:40][CH2:39][N:38]([CH3:41])[CH2:37][CH2:36]5)=[CH:31][C:30]=4[O:42][CH3:43])=[N:26][CH:27]=3)[C:17]=2[N:16]([CH2:51][CH3:52])[N:15]=1)=[O:13])[CH3:2], predict the reactants needed to synthesize it. The reactants are: [CH2:1]([C:3]1[CH:8]=[CH:7][CH:6]=[C:5]([CH2:9][CH3:10])[C:4]=1[NH:11][C:12]([C:14]1[C:18]2[CH2:19][CH2:20][CH2:21][C:22]3[C:23](=[N:24][C:25]([NH:28][C:29]4[CH:34]=[CH:33][C:32]([N:35]5[CH2:40][CH2:39][N:38]([CH3:41])[CH2:37][CH2:36]5)=[CH:31][C:30]=4[O:42][CH3:43])=[N:26][CH:27]=3)[C:17]=2[NH:16][N:15]=1)=[O:13])[CH3:2].C([O-])([O-])=O.[Cs+].[Cs+].Br[CH2:51][CH3:52]. (10) The reactants are: C(O[C:6]([N:8](C)[C@@H:9]([CH2:19][CH:20]([CH3:22])[CH3:21])/[CH:10]=[C:11](\[CH2:17][CH3:18])/[C:12]([O:14][CH2:15][CH3:16])=[O:13])=O)(C)(C)C.[ClH:24].O1CCOCC1. Given the product [ClH:24].[CH3:6][NH:8][C@@H:9]([CH2:19][CH:20]([CH3:22])[CH3:21])/[CH:10]=[C:11](\[CH2:17][CH3:18])/[C:12]([O:14][CH2:15][CH3:16])=[O:13], predict the reactants needed to synthesize it.